Dataset: Forward reaction prediction with 1.9M reactions from USPTO patents (1976-2016). Task: Predict the product of the given reaction. (1) Given the reactants CO[C:3](=[O:17])[C:4]1[C:9]([C:10]([F:13])([F:12])[F:11])=[CH:8][C:7]([F:14])=[CH:6][C:5]=1[CH2:15]Br.[F:18][C:19]([F:29])([F:28])[C:20]1[CH:27]=[CH:26][C:23]([CH2:24][NH2:25])=[CH:22][CH:21]=1.C([O-])([O-])=O.[K+].[K+].C(OCC)(=O)C, predict the reaction product. The product is: [F:14][C:7]1[CH:6]=[C:5]2[C:4](=[C:9]([C:10]([F:11])([F:12])[F:13])[CH:8]=1)[C:3](=[O:17])[N:25]([CH2:24][C:23]1[CH:22]=[CH:21][C:20]([C:19]([F:18])([F:28])[F:29])=[CH:27][CH:26]=1)[CH2:15]2. (2) Given the reactants [CH3:1][C:2]1[CH:28]=[C:27]([CH3:29])[CH:26]=[CH:25][C:3]=1[C:4]([CH:6]1[CH2:10][CH2:9][C:8](=[O:11])[N:7]1[CH2:12][CH2:13][NH:14]C(=O)OCC1C=CC=CC=1)=O.Cl, predict the reaction product. The product is: [CH3:1][C:2]1[CH:28]=[C:27]([CH3:29])[CH:26]=[CH:25][C:3]=1[CH:4]1[NH:14][CH2:13][CH2:12][N:7]2[C:8](=[O:11])[CH2:9][CH2:10][CH:6]12. (3) Given the reactants [CH2:1]([C:3]1[CH:8]=[CH:7][CH:6]=[C:5]([CH2:9][CH3:10])[C:4]=1[CH:11]([C:13]1[NH:14][CH:15]=[CH:16][N:17]=1)O)[CH3:2].[OH-].[Na+], predict the reaction product. The product is: [CH2:1]([C:3]1[CH:8]=[CH:7][CH:6]=[C:5]([CH2:9][CH3:10])[C:4]=1[CH2:11][C:13]1[NH:14][CH:15]=[CH:16][N:17]=1)[CH3:2]. (4) The product is: [NH2:13][C:6]1[CH:5]=[CH:4][C:3]([C:9](=[O:11])[CH3:10])=[C:2]([Br:1])[CH:7]=1. Given the reactants [Br:1][C:2]1[CH:7]=[C:6](F)[CH:5]=[CH:4][C:3]=1[C:9](=[O:11])[CH3:10].[OH-].[NH4+:13], predict the reaction product. (5) Given the reactants C(=O)([O-])[O-].[K+].[K+].Cl[CH2:8][C:9]1[C:14]2[O:15][C:16]([C:18]3[CH:23]=[CH:22][CH:21]=[CH:20][CH:19]=3)=[CH:17][C:13]=2[CH:12]=[CH:11][CH:10]=1.[CH3:24][O:25][C:26](=[O:45])[C@H:27]([CH2:35][C:36]1[CH:41]=[C:40]([Cl:42])[C:39]([OH:43])=[C:38]([Cl:44])[CH:37]=1)[NH:28][C:29](=[O:34])[C:30]([F:33])([F:32])[F:31].CN(C)C=O, predict the reaction product. The product is: [CH3:24][O:25][C:26](=[O:45])[C@H:27]([CH2:35][C:36]1[CH:37]=[C:38]([Cl:44])[C:39]([O:43][CH2:8][C:9]2[C:14]3[O:15][C:16]([C:18]4[CH:23]=[CH:22][CH:21]=[CH:20][CH:19]=4)=[CH:17][C:13]=3[CH:12]=[CH:11][CH:10]=2)=[C:40]([Cl:42])[CH:41]=1)[NH:28][C:29](=[O:34])[C:30]([F:33])([F:31])[F:32].